The task is: Regression. Given two drug SMILES strings and cell line genomic features, predict the synergy score measuring deviation from expected non-interaction effect.. This data is from NCI-60 drug combinations with 297,098 pairs across 59 cell lines. (1) Drug 1: CCC1=C2CN3C(=CC4=C(C3=O)COC(=O)C4(CC)O)C2=NC5=C1C=C(C=C5)O. Drug 2: C1=NNC2=C1C(=O)NC=N2. Cell line: U251. Synergy scores: CSS=47.0, Synergy_ZIP=1.01, Synergy_Bliss=-1.14, Synergy_Loewe=-50.2, Synergy_HSA=-3.06. (2) Drug 1: CC1=C(C=C(C=C1)NC2=NC=CC(=N2)N(C)C3=CC4=NN(C(=C4C=C3)C)C)S(=O)(=O)N.Cl. Drug 2: C1CN(CCN1C(=O)CCBr)C(=O)CCBr. Cell line: T-47D. Synergy scores: CSS=8.18, Synergy_ZIP=-3.58, Synergy_Bliss=-0.119, Synergy_Loewe=-2.42, Synergy_HSA=0.247. (3) Drug 1: CC1=C(C(=CC=C1)Cl)NC(=O)C2=CN=C(S2)NC3=CC(=NC(=N3)C)N4CCN(CC4)CCO. Drug 2: C(CN)CNCCSP(=O)(O)O. Cell line: ACHN. Synergy scores: CSS=19.2, Synergy_ZIP=0.194, Synergy_Bliss=1.43, Synergy_Loewe=-23.0, Synergy_HSA=-1.68.